Task: Predict the reaction yield, written as a fraction of the theoretical maximum amount of product (1.0 means a 100% yield; for example, 0.34 means a 34% yield).. Dataset: Reaction yield outcomes from USPTO patents with 853,638 reactions (1) The reactants are [C:1]([N:8]1[CH2:11][CH2:10][C@@H:9]1[CH2:12][OH:13])([O:3][C:4]([CH3:7])([CH3:6])[CH3:5])=[O:2].C(N(CC)CC)C.[CH3:21][S:22](Cl)(=[O:24])=[O:23]. The catalyst is C1COCC1. The product is [C:1]([N:8]1[CH2:11][CH2:10][C@@H:9]1[CH2:12][O:13][S:22]([CH3:21])(=[O:24])=[O:23])([O:3][C:4]([CH3:7])([CH3:6])[CH3:5])=[O:2]. The yield is 0.380. (2) The reactants are Br[C:2]1[CH:18]=[CH:17][C:5]([C:6]([NH:8][CH2:9][C:10]2[C:11]([CH3:16])=[N:12][O:13][C:14]=2[CH3:15])=[O:7])=[CH:4][C:3]=1[F:19].[CH2:20]([N:22]([CH2:38][CH3:39])[C:23](=[O:37])[CH:24]([C:31]1[CH:36]=[CH:35][CH:34]=[CH:33][CH:32]=1)[N:25]1[CH2:30][CH2:29][NH:28][CH2:27][CH2:26]1)[CH3:21].C([O-])([O-])=O.[Cs+].[Cs+].C1C=CC(P(C2C(C3C(P(C4C=CC=CC=4)C4C=CC=CC=4)=CC=C4C=3C=CC=C4)=C3C(C=CC=C3)=CC=2)C2C=CC=CC=2)=CC=1. The catalyst is C1(C)C=CC=CC=1.C1C=CC(/C=C/C(/C=C/C2C=CC=CC=2)=O)=CC=1.C1C=CC(/C=C/C(/C=C/C2C=CC=CC=2)=O)=CC=1.C1C=CC(/C=C/C(/C=C/C2C=CC=CC=2)=O)=CC=1.[Pd].[Pd]. The product is [CH2:38]([N:22]([CH2:20][CH3:21])[C:23]([CH:24]([C:31]1[CH:36]=[CH:35][CH:34]=[CH:33][CH:32]=1)[N:25]1[CH2:26][CH2:27][N:28]([C:2]2[CH:18]=[CH:17][C:5]([C:6]([NH:8][CH2:9][C:10]3[C:11]([CH3:16])=[N:12][O:13][C:14]=3[CH3:15])=[O:7])=[CH:4][C:3]=2[F:19])[CH2:29][CH2:30]1)=[O:37])[CH3:39]. The yield is 0.580. (3) The reactants are [CH3:1][C:2]([CH3:32])([CH3:31])[C:3](=[O:30])[CH2:4][O:5][C:6]1[CH:11]=[CH:10][C:9]([C:12]([C:17]2[CH:18]=[CH:19][C:20]3[CH:24]=[C:23]([C:25](O)=[O:26])[S:22][C:21]=3[CH:28]=2)([CH2:15][CH3:16])[CH2:13][CH3:14])=[CH:8][C:7]=1[CH3:29].C(Cl)CCl.Cl.[CH3:38][NH:39][CH3:40]. The catalyst is C(Cl)Cl.CN(C1C=CN=CC=1)C. The yield is 0.910. The product is [CH3:38][N:39]([CH3:40])[C:25]([C:23]1[S:22][C:21]2[CH:28]=[C:17]([C:12]([C:9]3[CH:10]=[CH:11][C:6]([O:5][CH2:4][C:3](=[O:30])[C:2]([CH3:32])([CH3:31])[CH3:1])=[C:7]([CH3:29])[CH:8]=3)([CH2:15][CH3:16])[CH2:13][CH3:14])[CH:18]=[CH:19][C:20]=2[CH:24]=1)=[O:26]. (4) The reactants are [S:1]1[C:9]2[CH2:8][CH2:7][N:6](C(OC(C)(C)C)=O)[CH2:5][C:4]=2[CH:3]=[C:2]1[C:17]([O:19][CH2:20][CH3:21])=[O:18].FC(F)(F)C(O)=O.C([O-])(O)=O.[Na+]. The catalyst is C(Cl)Cl. The product is [S:1]1[C:9]2[CH2:8][CH2:7][NH:6][CH2:5][C:4]=2[CH:3]=[C:2]1[C:17]([O:19][CH2:20][CH3:21])=[O:18]. The yield is 0.810. (5) The reactants are [OH:1][CH2:2][CH2:3][CH2:4][NH:5][CH:6]1[CH2:11][CH2:10][CH2:9][N:8]([C:12]([O:14][C:15]([CH3:18])([CH3:17])[CH3:16])=[O:13])[CH2:7]1.Cl[C:20]1[N:25]=[C:24]([N:26]2[CH2:31][CH2:30][O:29][CH2:28][CH2:27]2)[N:23]=[C:22]([N:32]2[C:36]3[CH:37]=[CH:38][CH:39]=[C:40]([O:41][CH3:42])[C:35]=3[N:34]=[C:33]2[CH:43]([F:45])[F:44])[N:21]=1.CCN(C(C)C)C(C)C. The catalyst is CN(C=O)C.O. The product is [F:45][CH:43]([F:44])[C:33]1[N:32]([C:22]2[N:23]=[C:24]([N:26]3[CH2:31][CH2:30][O:29][CH2:28][CH2:27]3)[N:25]=[C:20]([N:5]([CH2:4][CH2:3][CH2:2][OH:1])[CH:6]3[CH2:11][CH2:10][CH2:9][N:8]([C:12]([O:14][C:15]([CH3:18])([CH3:17])[CH3:16])=[O:13])[CH2:7]3)[N:21]=2)[C:36]2[CH:37]=[CH:38][CH:39]=[C:40]([O:41][CH3:42])[C:35]=2[N:34]=1. The yield is 0.900. (6) The reactants are C[C:2]1([C:12](O)=O)[CH2:11][CH2:10][C:5]2([O:9][CH2:8][CH2:7][O:6]2)[CH2:4][CH2:3]1.C([N:17]([CH2:20]C)CC)C.C1(P(N=[N+]=[N-])(C2C=CC=CC=2)=[O:29])C=CC=CC=1.[CH2:39]([OH:46])[C:40]1[CH:45]=[CH:44][CH:43]=[CH:42][CH:41]=1. The catalyst is C1C=CC=CC=1. The product is [CH2:39]([O:46][C:20](=[O:29])[NH:17][C:2]1([CH3:12])[CH2:3][CH2:4][C:5]2([O:6][CH2:7][CH2:8][O:9]2)[CH2:10][CH2:11]1)[C:40]1[CH:45]=[CH:44][CH:43]=[CH:42][CH:41]=1. The yield is 0.810. (7) The reactants are [N+:1]([O-:4])(O)=[O:2].[F:5][S:6]([F:17])([F:16])([F:15])([F:14])[C:7]1[CH:12]=[CH:11][C:10]([CH3:13])=[CH:9][CH:8]=1. The catalyst is S(=O)(=O)(O)O. The product is [N+:1]([C:9]1[CH:8]=[C:7]([S:6]([F:16])([F:14])([F:15])([F:17])[F:5])[CH:12]=[CH:11][C:10]=1[CH3:13])([O-:4])=[O:2]. The yield is 0.960. (8) The reactants are [CH:1]([N:4]1[C:8]([C:9](=[O:11])[CH3:10])=[N:7][CH:6]=[N:5]1)([CH3:3])[CH3:2].[Br-:12].[Br-].[Br-].C1([N+](C)(C)C)C=CC=CC=1.C1([N+](C)(C)C)C=CC=CC=1.C1([N+](C)(C)C)C=CC=CC=1.C(OCC)(=O)C. The catalyst is C(O)(=O)C.C1COCC1.C1CCCCC1. The product is [Br:12][CH2:10][C:9]([C:8]1[N:4]([CH:1]([CH3:3])[CH3:2])[N:5]=[CH:6][N:7]=1)=[O:11]. The yield is 0.360.